From a dataset of Catalyst prediction with 721,799 reactions and 888 catalyst types from USPTO. Predict which catalyst facilitates the given reaction. (1) Reactant: [C:1]12([O:11][CH2:12][CH2:13][O:14][CH2:15][CH2:16][C@H:17]([CH3:21])[C:18](O)=[O:19])[CH2:10][CH:5]3[CH2:6][CH:7]([CH2:9][CH:3]([CH2:4]3)[CH2:2]1)[CH2:8]2.S(Cl)(Cl)=O.[N+:26]([C:29]1[CH:35]=[CH:34][C:32]([NH2:33])=[CH:31][C:30]=1[C:36]([F:39])([F:38])[F:37])([O-:28])=[O:27]. Product: [C:1]12([O:11][CH2:12][CH2:13][O:14][CH2:15][CH2:16][C@H:17]([CH3:21])[C:18]([NH:33][C:32]3[CH:34]=[CH:35][C:29]([N+:26]([O-:28])=[O:27])=[C:30]([C:36]([F:37])([F:38])[F:39])[CH:31]=3)=[O:19])[CH2:2][CH:3]3[CH2:9][CH:7]([CH2:6][CH:5]([CH2:4]3)[CH2:10]1)[CH2:8]2. The catalyst class is: 474. (2) Reactant: [C:1]([N:9]1[CH2:14][CH2:13][N:12]([C:15](=[O:36])[C:16]([C:18]2[C:26]3[C:21](=[C:22]([C:29]4[N:30]=[CH:31][C:32]([NH2:35])=[N:33][CH:34]=4)[N:23]=[CH:24][C:25]=3[O:27][CH3:28])[NH:20][CH:19]=2)=[O:17])[CH2:11][CH2:10]1)(=[O:8])[C:2]1[CH:7]=[CH:6][CH:5]=[CH:4][CH:3]=1.[C:37](OC(=O)C)(=[O:39])[CH3:38]. Product: [C:1]([N:9]1[CH2:14][CH2:13][N:12]([C:15](=[O:36])[C:16]([C:18]2[C:26]3[C:21](=[C:22]([C:29]4[N:30]=[CH:31][C:32]([NH:35][C:37](=[O:39])[CH3:38])=[N:33][CH:34]=4)[N:23]=[CH:24][C:25]=3[O:27][CH3:28])[NH:20][CH:19]=2)=[O:17])[CH2:11][CH2:10]1)(=[O:8])[C:2]1[CH:7]=[CH:6][CH:5]=[CH:4][CH:3]=1. The catalyst class is: 17. (3) Reactant: [CH2:1](ONC1C=CC=CC=1)[CH2:2][CH2:3][CH2:4][CH2:5][CH2:6][CH2:7][CH2:8]CC.Cl[C:20]1[C:29]2[C:24](=[CH:25][CH:26]=[CH:27][CH:28]=2)[C:23]([CH2:30][C:31]2[CH:36]=[CH:35][N:34]=[CH:33][CH:32]=2)=[N:22][N:21]=1.Cl.O1[CH2:43][CH2:42][O:41][CH2:40][CH2:39]1. Product: [CH2:40]([O:41][C:42]1[CH:43]=[C:20]([CH:29]=[CH:28][CH:27]=1)[NH:21][C:20]1[C:29]2[C:24](=[CH:25][CH:26]=[CH:27][CH:28]=2)[C:23]([CH2:30][C:31]2[CH:36]=[CH:35][N:34]=[CH:33][CH:32]=2)=[N:22][N:21]=1)[CH2:39][CH2:8][CH2:7][CH2:6][CH2:5][CH2:4][CH2:3][CH2:2][CH3:1]. The catalyst class is: 8. (4) Reactant: [C:1]([C:5]1[CH:10]=[CH:9][CH:8]=[C:7]([C:11]([CH3:14])([CH3:13])[CH3:12])[CH:6]=1)([CH3:4])([CH3:3])[CH3:2].[CH:15]1([CH2:21][CH2:22][C:23](Cl)=[O:24])[CH2:20][CH2:19][CH2:18][CH2:17][CH2:16]1.[Al+3].[Cl-].[Cl-].[Cl-].Cl. Product: [CH:15]1([CH2:21][CH2:22][C:23]([C:9]2[CH:10]=[C:5]([C:1]([CH3:4])([CH3:3])[CH3:2])[CH:6]=[C:7]([C:11]([CH3:14])([CH3:13])[CH3:12])[CH:8]=2)=[O:24])[CH2:20][CH2:19][CH2:18][CH2:17][CH2:16]1. The catalyst class is: 2. (5) Product: [Cl:1][C:2]1[CH:3]=[C:4]([C:9]2[N:10]=[CH:11][N:12]([CH2:24][CH2:23][N:22]([CH3:26])[CH3:21])[CH:13]=2)[CH:5]=[CH:6][C:7]=1[F:8]. Reactant: [Cl:1][C:2]1[CH:3]=[C:4]([C:9]2[N:10]=[CH:11][NH:12][CH:13]=2)[CH:5]=[CH:6][C:7]=1[F:8].[OH-].[K+].CS(C)=O.Cl.[CH3:21][N:22]([CH3:26])[CH2:23][CH2:24]Cl. The catalyst class is: 425. (6) Reactant: [CH3:1][N:2]([CH2:10][CH2:11][CH2:12][OH:13])[C:3]([O:5][C:6]([CH3:9])([CH3:8])[CH3:7])=[O:4].CC(OI1(OC(C)=O)(OC(C)=O)OC(=O)C2C=CC=CC1=2)=O. Product: [CH3:1][N:2]([CH2:10][CH2:11][CH:12]=[O:13])[C:3](=[O:4])[O:5][C:6]([CH3:9])([CH3:7])[CH3:8]. The catalyst class is: 4. (7) Reactant: [CH3:1][O:2][C:3]1[CH:12]=[C:11]2[C:6]([CH:7]=[CH:8][C:9](O)=[CH:10]2)=[CH:5][CH:4]=1.[Br:14][C:15]1[CH:22]=[CH:21][C:20]([O:23][CH3:24])=[CH:19][C:16]=1[CH2:17][OH:18].C1(P(C2C=CC=CC=2)C2C=CC=CC=2)C=CC=CC=1.CCOC(/N=N/C(OCC)=O)=O. Product: [Br:14][C:15]1[CH:22]=[CH:21][C:20]([O:23][CH3:24])=[CH:19][C:16]=1[CH2:17][O:18][C:9]1[CH:8]=[CH:7][C:6]2[C:11](=[CH:12][C:3]([O:2][CH3:1])=[CH:4][CH:5]=2)[CH:10]=1. The catalyst class is: 1. (8) Reactant: [Cl:1][C:2]1[CH:3]=[N:4][C:5]2[C:10]([C:11]=1[CH:12]([CH2:28][OH:29])[CH2:13][N:14]1[CH2:19][CH2:18][CH:17]([NH:20]C(=O)OC(C)(C)C)[CH2:16][CH2:15]1)=[N:9][C:8]([O:30][CH3:31])=[CH:7][CH:6]=2.Cl. Product: [NH2:20][CH:17]1[CH2:16][CH2:15][N:14]([CH2:13][CH:12]([C:11]2[C:10]3[C:5](=[CH:6][CH:7]=[C:8]([O:30][CH3:31])[N:9]=3)[N:4]=[CH:3][C:2]=2[Cl:1])[CH2:28][OH:29])[CH2:19][CH2:18]1. The catalyst class is: 269. (9) Product: [C:45]([C:38]1[C:39]([O:41][CH:42]([CH3:44])[CH3:43])=[CH:40][C:35]([NH:34][C:32]([N:23]2[C:24]3[C:19](=[CH:18][C:17]([CH2:16][OH:15])=[C:26]([CH:27]([O:30][CH3:31])[O:28][CH3:29])[N:25]=3)[CH2:20][CH2:21][CH2:22]2)=[O:33])=[N:36][CH:37]=1)#[N:46]. The catalyst class is: 1. Reactant: C1C=CN=CC=1.F.[Si]([O:15][CH2:16][C:17]1[CH:18]=[C:19]2[C:24](=[N:25][C:26]=1[CH:27]([O:30][CH3:31])[O:28][CH3:29])[N:23]([C:32]([NH:34][C:35]1[CH:40]=[C:39]([O:41][CH:42]([CH3:44])[CH3:43])[C:38]([C:45]#[N:46])=[CH:37][N:36]=1)=[O:33])[CH2:22][CH2:21][CH2:20]2)(C(C)(C)C)(C)C. (10) Reactant: [Cl:1]N1C(=O)CCC1=O.[CH2:9]([N:11]1[C:19]2[C:14](=[C:15]([CH2:20][N:21]3[C:27](=[O:28])[C@@H:26]([NH:29][C:30](=[O:42])[C@@H:31]([N:33]([CH3:41])[C:34](=[O:40])[O:35][C:36]([CH3:39])([CH3:38])[CH3:37])[CH3:32])[CH2:25][O:24][C:23]4[CH:43]=[CH:44][CH:45]=[CH:46][C:22]3=4)[CH:16]=[CH:17][CH:18]=2)[CH:13]=[CH:12]1)[CH3:10]. Product: [Cl:1][C:13]1[C:14]2[C:19](=[CH:18][CH:17]=[CH:16][C:15]=2[CH2:20][N:21]2[C:27](=[O:28])[C@@H:26]([NH:29][C:30](=[O:42])[C@@H:31]([N:33]([CH3:41])[C:34](=[O:40])[O:35][C:36]([CH3:39])([CH3:38])[CH3:37])[CH3:32])[CH2:25][O:24][C:23]3[CH:43]=[CH:44][CH:45]=[CH:46][C:22]2=3)[N:11]([CH2:9][CH3:10])[CH:12]=1. The catalyst class is: 634.